This data is from Catalyst prediction with 721,799 reactions and 888 catalyst types from USPTO. The task is: Predict which catalyst facilitates the given reaction. Reactant: C(N(CC)CC)C.[CH3:8][S:9](Cl)(=[O:11])=[O:10].[F:13][C:14]1[CH:15]=[CH:16][C:17]2[N:18]([C:20]([C:23]3[N:28]=[C:27]([NH:29][C@@H:30]4[CH2:35][CH2:34][CH2:33][N:32]([C:36](=[O:40])[CH2:37][C:38]#[N:39])[CH2:31]4)[CH:26]=[C:25]([N:41]4[CH2:46][CH2:45][NH:44][CH2:43][CH2:42]4)[N:24]=3)=[CH:21][N:22]=2)[CH:19]=1. Product: [F:13][C:14]1[CH:15]=[CH:16][C:17]2[N:18]([C:20]([C:23]3[N:28]=[C:27]([NH:29][C@@H:30]4[CH2:35][CH2:34][CH2:33][N:32]([C:36](=[O:40])[CH2:37][C:38]#[N:39])[CH2:31]4)[CH:26]=[C:25]([N:41]4[CH2:42][CH2:43][N:44]([S:9]([CH3:8])(=[O:11])=[O:10])[CH2:45][CH2:46]4)[N:24]=3)=[CH:21][N:22]=2)[CH:19]=1. The catalyst class is: 4.